From a dataset of Catalyst prediction with 721,799 reactions and 888 catalyst types from USPTO. Predict which catalyst facilitates the given reaction. Product: [NH2:21][C:16]1[C:15]([N+:22]([O-:24])=[O:23])=[C:14]([NH:1][C:2]23[C:8]([CH3:9])([CH3:10])[C:5]([CH3:11])([CH2:6][CH2:7]2)[C:4](=[O:12])[CH2:3]3)[C:19]([Cl:20])=[CH:18][N:17]=1. The catalyst class is: 41. Reactant: [NH2:1][C:2]12[C:8]([CH3:10])([CH3:9])[C:5]([CH3:11])([CH2:6][CH2:7]1)[C:4](=[O:12])[CH2:3]2.Cl[C:14]1[C:19]([Cl:20])=[CH:18][N:17]=[C:16]([NH2:21])[C:15]=1[N+:22]([O-:24])=[O:23].CCN(C(C)C)C(C)C.